The task is: Predict the reactants needed to synthesize the given product.. This data is from Full USPTO retrosynthesis dataset with 1.9M reactions from patents (1976-2016). (1) Given the product [C:1]([O:5][C:6](=[O:32])[NH:7][C:8]1[CH:13]=[CH:12][C:11]([O:14][C:15]2[CH:16]=[CH:17][C:18]([S:21]([CH2:24][CH:25]3[CH2:27][S:35]3)(=[O:23])=[O:22])=[CH:19][CH:20]=2)=[CH:10][C:9]=1[O:28][CH2:29][O:30][CH3:31])([CH3:4])([CH3:3])[CH3:2], predict the reactants needed to synthesize it. The reactants are: [C:1]([O:5][C:6](=[O:32])[NH:7][C:8]1[CH:13]=[CH:12][C:11]([O:14][C:15]2[CH:20]=[CH:19][C:18]([S:21]([CH2:24][CH:25]3[CH2:27]O3)(=[O:23])=[O:22])=[CH:17][CH:16]=2)=[CH:10][C:9]=1[O:28][CH2:29][O:30][CH3:31])([CH3:4])([CH3:3])[CH3:2].NC(N)=[S:35]. (2) Given the product [NH2:39][C:40]1[C:41]2[C:51]([O:52][CH2:53][C:54]([NH:57][C:9](=[O:11])[C:8]3[CH:12]=[CH:13][N:14]=[C:6]([N:1]4[CH:5]=[CH:4][N:3]=[CH:2]4)[CH:7]=3)([CH3:55])[CH3:56])=[CH:50][CH:49]=[CH:48][C:42]=2[NH:43][S:44](=[O:47])(=[O:46])[N:45]=1, predict the reactants needed to synthesize it. The reactants are: [N:1]1([C:6]2[CH:7]=[C:8]([CH:12]=[CH:13][N:14]=2)[C:9]([OH:11])=O)[CH:5]=[CH:4][N:3]=[CH:2]1.C1C=CC2N(O)N=NC=2C=1.O.CCN=C=NCCCN(C)C.Cl.Cl.[NH2:39][C:40]1[C:41]2[C:51]([O:52][CH2:53][C:54]([NH2:57])([CH3:56])[CH3:55])=[CH:50][CH:49]=[CH:48][C:42]=2[NH:43][S:44](=[O:47])(=[O:46])[N:45]=1.C(N(CC)CC)C. (3) Given the product [Br:1][C:2]1[CH:7]=[CH:6][CH:5]=[C:4]([F:8])[C:3]=1[CH2:9][C:12]#[N:14], predict the reactants needed to synthesize it. The reactants are: [Br:1][C:2]1[CH:7]=[CH:6][CH:5]=[C:4]([F:8])[C:3]=1[CH3:9].C1C(=O)[N:14](Br)[C:12](=O)C1.CC(N=NC(C#N)(C)C)(C#N)C.[C-]#N.[Na+]. (4) Given the product [CH3:1][O:2][C:3]1[CH:4]=[C:5]([NH:16][C:17]2[N:22]=[C:21]([CH:23]([OH:25])[CH3:24])[CH:20]=[C:19]([CH2:26][O:27][CH2:28][C:29]([F:30])([F:31])[F:32])[N:18]=2)[CH:6]=[CH:7][C:8]=1[N:9]1[CH:13]=[C:12]([O:14][CH3:15])[N:11]=[CH:10]1, predict the reactants needed to synthesize it. The reactants are: [CH3:1][O:2][C:3]1[CH:4]=[C:5]([NH:16][C:17]2[N:22]=[C:21]([C:23](=[O:25])[CH3:24])[CH:20]=[C:19]([CH2:26][O:27][CH2:28][C:29]([F:32])([F:31])[F:30])[N:18]=2)[CH:6]=[CH:7][C:8]=1[N:9]1[CH:13]=[C:12]([O:14][CH3:15])[N:11]=[CH:10]1.C(O)C. (5) Given the product [CH3:1][C:2]1[N:3]([CH3:15])[C:4]2[C:10]([NH2:11])=[CH:9][CH:8]=[CH:7][C:5]=2[N:6]=1, predict the reactants needed to synthesize it. The reactants are: [CH3:1][C:2]1[N:3]([CH3:15])[C:4]2[C:10]([NH:11]C(=O)C)=[CH:9][CH:8]=[CH:7][C:5]=2[N:6]=1.C(N1C2C(N)=CC=CC=2N=C1C)C. (6) Given the product [CH:16]1([N:5]2[C:4]3[N:3]=[C:2]([NH:21][C:22]4[CH:32]=[CH:31][C:25]([C:26]([O:28][CH2:29][CH3:30])=[O:27])=[CH:24][C:23]=4[O:33][CH3:34])[N:11]=[CH:10][C:9]=3[N:8]([CH3:12])[C:7](=[O:13])[C@H:6]2[CH2:14][CH3:15])[CH2:20][CH2:19][CH2:18][CH2:17]1, predict the reactants needed to synthesize it. The reactants are: Cl[C:2]1[N:11]=[CH:10][C:9]2[N:8]([CH3:12])[C:7](=[O:13])[C@@H:6]([CH2:14][CH3:15])[N:5]([CH:16]3[CH2:20][CH2:19][CH2:18][CH2:17]3)[C:4]=2[N:3]=1.[NH2:21][C:22]1[CH:32]=[CH:31][C:25]([C:26]([O:28][CH2:29][CH3:30])=[O:27])=[CH:24][C:23]=1[O:33][CH3:34].CC(C1C=C(C(C)C)C(C2C=CC=CC=2P(C2CCCCC2)C2CCCCC2)=C(C(C)C)C=1)C.C(=O)([O-])[O-].[K+].[K+]. (7) Given the product [Br:1][C:2]1[CH:7]=[CH:6][C:5]([S:8][C:13]2[CH:14]=[CH:15][CH:16]=[CH:17][C:12]=2[O:11][C:10]([F:9])([F:20])[F:19])=[CH:4][CH:3]=1, predict the reactants needed to synthesize it. The reactants are: [Br:1][C:2]1[CH:7]=[CH:6][C:5]([SH:8])=[CH:4][CH:3]=1.[F:9][C:10]([F:20])([F:19])[O:11][C:12]1[CH:17]=[CH:16][CH:15]=[CH:14][C:13]=1I.CC(CCC)C(=O)C(=O)C(C)(C)C.C(=O)([O-])[O-].[Cs+].[Cs+].